From a dataset of Catalyst prediction with 721,799 reactions and 888 catalyst types from USPTO. Predict which catalyst facilitates the given reaction. (1) Reactant: Br[CH:2]([C:4]1[N:13]([CH3:14])[C:12](=[O:15])[C:11]2[C:6](=[CH:7][CH:8]=[C:9]([C:16]#[N:17])[CH:10]=2)[N:5]=1)[CH3:3].[CH3:18][O:19][C:20]1[CH:25]=[CH:24][C:23]([S:26]([N:29]2[CH2:34][CH2:33][NH:32][CH2:31][CH2:30]2)(=[O:28])=[O:27])=[CH:22][CH:21]=1. Product: [CH3:18][O:19][C:20]1[CH:25]=[CH:24][C:23]([S:26]([N:29]2[CH2:34][CH2:33][N:32]([CH:2]([C:4]3[N:13]([CH3:14])[C:12](=[O:15])[C:11]4[C:6](=[CH:7][CH:8]=[C:9]([C:16]#[N:17])[CH:10]=4)[N:5]=3)[CH3:3])[CH2:31][CH2:30]2)(=[O:28])=[O:27])=[CH:22][CH:21]=1. The catalyst class is: 10. (2) Reactant: [Br:1][C:2]1[N:7]=[C:6]([C:8](=[O:13])[CH2:9][CH2:10][O:11][CH3:12])[CH:5]=[CH:4][CH:3]=1.[BH4-].[Na+]. Product: [Br:1][C:2]1[N:7]=[C:6]([CH:8]([OH:13])[CH2:9][CH2:10][O:11][CH3:12])[CH:5]=[CH:4][CH:3]=1. The catalyst class is: 240.